Dataset: NCI-60 drug combinations with 297,098 pairs across 59 cell lines. Task: Regression. Given two drug SMILES strings and cell line genomic features, predict the synergy score measuring deviation from expected non-interaction effect. (1) Drug 1: CC1CC2C3CCC4=CC(=O)C=CC4(C3(C(CC2(C1(C(=O)CO)O)C)O)F)C. Drug 2: CC1=C(C(=CC=C1)Cl)NC(=O)C2=CN=C(S2)NC3=CC(=NC(=N3)C)N4CCN(CC4)CCO. Cell line: SK-OV-3. Synergy scores: CSS=64.6, Synergy_ZIP=8.49, Synergy_Bliss=7.94, Synergy_Loewe=-2.37, Synergy_HSA=10.6. (2) Drug 1: CC1=C(C=C(C=C1)NC(=O)C2=CC=C(C=C2)CN3CCN(CC3)C)NC4=NC=CC(=N4)C5=CN=CC=C5. Cell line: MOLT-4. Synergy scores: CSS=10.2, Synergy_ZIP=-3.94, Synergy_Bliss=-2.08, Synergy_Loewe=-7.89, Synergy_HSA=0.778. Drug 2: CCN(CC)CCNC(=O)C1=C(NC(=C1C)C=C2C3=C(C=CC(=C3)F)NC2=O)C. (3) Drug 1: C1=NC2=C(N=C(N=C2N1C3C(C(C(O3)CO)O)O)F)N. Drug 2: C1=NNC2=C1C(=O)NC=N2. Cell line: SK-MEL-5. Synergy scores: CSS=-0.105, Synergy_ZIP=3.78, Synergy_Bliss=-3.81, Synergy_Loewe=-2.15, Synergy_HSA=-4.78.